From a dataset of Forward reaction prediction with 1.9M reactions from USPTO patents (1976-2016). Predict the product of the given reaction. (1) Given the reactants C(P(C(C)(C)C)C1C=CC=CC=1C1C(C(C)C)=CC(C(C)C)=CC=1C(C)C)(C)(C)C.[CH2:31]([O:38][C:39]1[CH:44]=[C:43](Br)[CH:42]=[C:41]([F:46])[C:40]=1[F:47])[C:32]1[CH:37]=[CH:36][CH:35]=[CH:34][CH:33]=1.[O:48]1CCOCC1, predict the reaction product. The product is: [CH2:31]([O:38][C:39]1[CH:44]=[C:43]([OH:48])[CH:42]=[C:41]([F:46])[C:40]=1[F:47])[C:32]1[CH:37]=[CH:36][CH:35]=[CH:34][CH:33]=1. (2) Given the reactants [C:1]([NH:4][CH2:5][CH2:6][CH2:7][CH2:8][CH2:9][O:10][C:11]1[C:34]([O:35][CH3:36])=[CH:33][C:14]2[C:15]3[N:20]([CH:21]([C:23]([CH3:26])([CH3:25])[CH3:24])[CH2:22][C:13]=2[CH:12]=1)[CH:19]=[C:18]([C:27]([O:29]CC)=[O:28])[C:17](=[O:32])[CH:16]=3)(=[O:3])[CH3:2].CO.O[Li].O.Cl, predict the reaction product. The product is: [C:1]([NH:4][CH2:5][CH2:6][CH2:7][CH2:8][CH2:9][O:10][C:11]1[C:34]([O:35][CH3:36])=[CH:33][C:14]2[C:15]3[N:20]([CH:21]([C:23]([CH3:26])([CH3:24])[CH3:25])[CH2:22][C:13]=2[CH:12]=1)[CH:19]=[C:18]([C:27]([OH:29])=[O:28])[C:17](=[O:32])[CH:16]=3)(=[O:3])[CH3:2]. (3) Given the reactants [CH3:1][C:2]([N:10]1[CH:14]=[C:13]([NH:15][C:16](=[O:22])[CH:17]([NH2:21])[CH2:18][CH2:19][CH3:20])[N:12]=[CH:11]1)([CH3:9])[CH2:3][N:4]1[CH2:8][CH2:7][CH2:6][CH2:5]1.[Cl:23][C:24]1[CH:25]=[C:26]2[C:31](=[C:32]([Cl:34])[CH:33]=1)[CH2:30][C:29](=O)[CH2:28][CH2:27]2, predict the reaction product. The product is: [CH3:1][C:2]([N:10]1[CH:14]=[C:13]([NH:15][C:16](=[O:22])[CH:17]([NH:21][CH:29]2[CH2:28][CH2:27][C:26]3[C:31](=[C:32]([Cl:34])[CH:33]=[C:24]([Cl:23])[CH:25]=3)[CH2:30]2)[CH2:18][CH2:19][CH3:20])[N:12]=[CH:11]1)([CH3:9])[CH2:3][N:4]1[CH2:8][CH2:7][CH2:6][CH2:5]1.